This data is from Forward reaction prediction with 1.9M reactions from USPTO patents (1976-2016). The task is: Predict the product of the given reaction. (1) Given the reactants [NH2:1][CH2:2][CH2:3][NH:4][C:5]([C:7]1[CH:12]=[C:11]([O:13][C:14]2[CH:33]=[CH:32][C:17]3[N:18]([CH3:31])[C:19]([NH:21][C:22]4[CH:27]=[CH:26][CH:25]=[C:24]([CH:28]([CH3:30])[CH3:29])[CH:23]=4)=[N:20][C:16]=3[CH:15]=2)[CH:10]=[CH:9][N:8]=1)=[O:6].C([O-])([O-])=O.[K+].[K+].C(#N)C.[C:43]1([CH2:49][S:50](Cl)(=[O:52])=[O:51])[CH:48]=[CH:47][CH:46]=[CH:45][CH:44]=1, predict the reaction product. The product is: [C:43]1([CH2:49][S:50]([NH:1][CH2:2][CH2:3][NH:4][C:5]([C:7]2[CH:12]=[C:11]([O:13][C:14]3[CH:33]=[CH:32][C:17]4[N:18]([CH3:31])[C:19]([NH:21][C:22]5[CH:27]=[CH:26][CH:25]=[C:24]([CH:28]([CH3:30])[CH3:29])[CH:23]=5)=[N:20][C:16]=4[CH:15]=3)[CH:10]=[CH:9][N:8]=2)=[O:6])(=[O:52])=[O:51])[CH:48]=[CH:47][CH:46]=[CH:45][CH:44]=1. (2) Given the reactants [CH3:1][C:2]([O:5][CH:6]=[CH2:7])([CH3:4])[CH3:3].[Cl:8]CC(Cl)=O.CN1CC[O:17][CH2:16][CH2:15]1, predict the reaction product. The product is: [C:2]([O:5][CH:6]1[CH2:15][C:16](=[O:17])[CH:7]1[Cl:8])([CH3:4])([CH3:3])[CH3:1].